Dataset: Forward reaction prediction with 1.9M reactions from USPTO patents (1976-2016). Task: Predict the product of the given reaction. (1) Given the reactants Cl[CH2:2][C:3]1[N:12]=[C:11]([N:13]([C:15]2[CH:20]=[CH:19][C:18]([O:21][CH2:22][CH3:23])=[CH:17][C:16]=2[F:24])[CH3:14])[C:10]2[C:5](=[CH:6][CH:7]=[CH:8][CH:9]=2)[N:4]=1.Cl.ClCC1N=C(NC2C=CC(OCC)=CC=2F)C2C(=CC=CC=2)[N:29]=1.CI.[H-].[Na+], predict the reaction product. The product is: [NH2:29][CH2:2][C:3]1[N:12]=[C:11]([N:13]([C:15]2[CH:20]=[CH:19][C:18]([O:21][CH2:22][CH3:23])=[CH:17][C:16]=2[F:24])[CH3:14])[C:10]2[C:5](=[CH:6][CH:7]=[CH:8][CH:9]=2)[N:4]=1. (2) Given the reactants [C:1]([Mg]Br)#[C:2][CH3:3].Br[C:7]1[CH:12]=[C:11]([CH3:13])[C:10]([C:14]2[C:15](=[O:21])[CH2:16][CH2:17][C:18]=2[O:19][CH3:20])=[C:9]([CH3:22])[CH:8]=1, predict the reaction product. The product is: [CH3:3][C:2]1[CH:1]=[C:7]([C:12]#[C:11][CH3:13])[CH:8]=[C:9]([CH3:22])[C:10]=1[C:14]1[C:15](=[O:21])[CH2:16][CH2:17][C:18]=1[O:19][CH3:20]. (3) Given the reactants [NH2:1][C:2]1[CH:3]=[C:4]([N:8]2[C:13]3[N:14]=[C:15]([NH:18][C:19]4[CH:24]=[CH:23][C:22]([N:25]5[CH2:30][CH2:29][N:28]([CH3:31])[CH2:27][CH2:26]5)=[CH:21][C:20]=4[O:32][CH3:33])[N:16]=[CH:17][C:12]=3[CH:11]=[CH:10][C:9]2=[O:34])[CH:5]=[CH:6][CH:7]=1.CCN(C(C)C)C(C)C.[C:44](Cl)(=[O:47])[CH:45]=[CH2:46].C([O-])(O)=O.[Na+], predict the reaction product. The product is: [CH3:33][O:32][C:20]1[CH:21]=[C:22]([N:25]2[CH2:30][CH2:29][N:28]([CH3:31])[CH2:27][CH2:26]2)[CH:23]=[CH:24][C:19]=1[NH:18][C:15]1[N:16]=[CH:17][C:12]2[CH:11]=[CH:10][C:9](=[O:34])[N:8]([C:4]3[CH:3]=[C:2]([NH:1][C:44](=[O:47])[CH:45]=[CH2:46])[CH:7]=[CH:6][CH:5]=3)[C:13]=2[N:14]=1. (4) Given the reactants COC(=O)CCCCCO[C:10]1[CH:15]=[CH:14][C:13]([NH2:16])=[C:12]([NH:17][CH2:18]CCOC)[CH:11]=1.COC(OC)(OC)C1C=CC=CC=1, predict the reaction product. The product is: [N:16]1[C:13]2[CH:14]=[CH:15][CH:10]=[CH:11][C:12]=2[NH:17][CH:18]=1. (5) The product is: [NH2:26][C:22]1[N:21]=[C:20]([N:10]2[C:11]3[C:16](=[CH:15][CH:14]=[C:13]([Cl:19])[CH:12]=3)[C:17](=[O:18])[C:8]([CH2:1][C:2]3[CH:7]=[CH:6][CH:5]=[CH:4][CH:3]=3)=[C:9]2[C:33]2[O:34][CH:35]=[CH:36][N:37]=2)[CH:25]=[CH:24][CH:23]=1. Given the reactants [CH2:1]([C:8]1[C:17](=[O:18])[C:16]2[C:11](=[CH:12][C:13]([Cl:19])=[CH:14][CH:15]=2)[N:10]([C:20]2[CH:25]=[CH:24][CH:23]=[C:22]([N:26]3C(C)=CC=C3C)[N:21]=2)[C:9]=1[C:33]1[O:34][CH:35]=[CH:36][N:37]=1)[C:2]1[CH:7]=[CH:6][CH:5]=[CH:4][CH:3]=1.Cl.NO, predict the reaction product. (6) Given the reactants [NH2:1][C:2]1[CH:13]=[CH:12][C:5]2[CH2:6][NH:7][C:8](=[O:11])[NH:9][CH2:10][C:4]=2[CH:3]=1.Cl[C:15]1[N:20]=[C:19]([NH:21][C:22]2[CH:27]=[CH:26][CH:25]=[CH:24][C:23]=2[NH:28][S:29]([CH3:32])(=[O:31])=[O:30])[C:18]([Cl:33])=[CH:17][N:16]=1.Cl.O1CCOCC1.Cl, predict the reaction product. The product is: [Cl:33][C:18]1[C:19]([NH:21][C:22]2[CH:27]=[CH:26][CH:25]=[CH:24][C:23]=2[NH:28][S:29]([CH3:32])(=[O:31])=[O:30])=[N:20][C:15]([NH:1][C:2]2[CH:13]=[CH:12][C:5]3[CH2:6][NH:7][C:8](=[O:11])[NH:9][CH2:10][C:4]=3[CH:3]=2)=[N:16][CH:17]=1. (7) Given the reactants Br[C:2]1[S:3][CH:4]=[C:5]([S:7]([CH3:10])(=[O:9])=[O:8])[CH:6]=1.[F-].[Cs+].[CH:13]1([CH:18]=[C:19](B2OC(C)(C)C(C)(C)O2)[CH2:20][OH:21])[CH2:17][CH2:16][CH2:15][CH2:14]1.O, predict the reaction product. The product is: [CH:13]1(/[CH:18]=[C:19](\[C:2]2[S:3][CH:4]=[C:5]([S:7]([CH3:10])(=[O:9])=[O:8])[CH:6]=2)/[CH2:20][OH:21])[CH2:17][CH2:16][CH2:15][CH2:14]1. (8) Given the reactants [C:1]([O:5][C:6]([N:8]1[CH2:13][C@H:12]([CH2:14][N:15]2[CH:19]=[CH:18][CH:17]=[N:16]2)[N:11](CC2C=CC=CC=2)[CH2:10][C@H:9]1[CH3:27])=[O:7])([CH3:4])([CH3:3])[CH3:2], predict the reaction product. The product is: [C:1]([O:5][C:6]([N:8]1[CH2:13][C@H:12]([CH2:14][N:15]2[CH:19]=[CH:18][CH:17]=[N:16]2)[NH:11][CH2:10][C@H:9]1[CH3:27])=[O:7])([CH3:4])([CH3:2])[CH3:3]. (9) Given the reactants [CH2:1]([N:8]1[CH2:13][CH2:12][CH:11]([NH:14][C:15]2[CH:16]=[C:17]3[C:21](=[CH:22][CH:23]=2)[NH:20][N:19]=[CH:18]3)[CH2:10][CH2:9]1)[C:2]1[CH:7]=[CH:6][CH:5]=[CH:4][CH:3]=1.[ClH:24].CC[O:27]CC, predict the reaction product. The product is: [OH2:27].[ClH:24].[ClH:24].[CH2:1]([N:8]1[CH2:13][CH2:12][CH:11]([NH:14][C:15]2[CH:16]=[C:17]3[C:21](=[CH:22][CH:23]=2)[NH:20][N:19]=[CH:18]3)[CH2:10][CH2:9]1)[C:2]1[CH:7]=[CH:6][CH:5]=[CH:4][CH:3]=1. (10) Given the reactants Cl[C:2]1[CH:7]=[C:6]([O:8][C:9]2[C:15]([F:16])=[CH:14][C:12]([NH2:13])=[C:11]([F:17])[CH:10]=2)[CH:5]=[CH:4][N:3]=1.[CH3:18][N:19]1[CH:23]=[C:22](B2OC(C)(C)C(C)(C)O2)[CH:21]=[N:20]1.P([O-])([O-])([O-])=O.[K+].[K+].[K+], predict the reaction product. The product is: [F:17][C:11]1[CH:10]=[C:9]([O:8][C:6]2[CH:5]=[CH:4][N:3]=[C:2]([C:22]3[CH:21]=[N:20][N:19]([CH3:18])[CH:23]=3)[CH:7]=2)[C:15]([F:16])=[CH:14][C:12]=1[NH2:13].